From a dataset of Forward reaction prediction with 1.9M reactions from USPTO patents (1976-2016). Predict the product of the given reaction. (1) Given the reactants [F:1][C:2]1[CH:3]=[C:4]2[C:8](=[CH:9][CH:10]=1)[NH:7][CH:6]=[C:5]2[CH2:11][CH2:12][CH2:13][NH:14][CH:15]1[CH2:24][C:23]2[C:22]([C:25]([NH2:27])=[O:26])=[CH:21][CH:20]=[CH:19][C:18]=2[O:17][CH2:16]1.[CH:28](=O)[CH3:29].C(O)(=O)C.C([BH3-])#N.[Na+], predict the reaction product. The product is: [CH2:28]([N:14]([CH2:13][CH2:12][CH2:11][C:5]1[C:4]2[C:8](=[CH:9][CH:10]=[C:2]([F:1])[CH:3]=2)[NH:7][CH:6]=1)[CH:15]1[CH2:24][C:23]2[C:22]([C:25]([NH2:27])=[O:26])=[CH:21][CH:20]=[CH:19][C:18]=2[O:17][CH2:16]1)[CH3:29]. (2) Given the reactants [CH2:1]([C:4]1[CH:18]=[CH:17][C:7]([O:8][C:9]2[CH:10]=[C:11]([CH:14]=[CH:15][CH:16]=2)[C:12]#[N:13])=[CH:6][CH:5]=1)[CH2:2][CH3:3].C1COCC1.[H-].[Al+3].[Li+].[H-].[H-].[H-].[OH-].[Na+], predict the reaction product. The product is: [CH2:1]([C:4]1[CH:18]=[CH:17][C:7]([O:8][C:9]2[CH:10]=[C:11]([CH:14]=[CH:15][CH:16]=2)[CH2:12][NH2:13])=[CH:6][CH:5]=1)[CH2:2][CH3:3]. (3) Given the reactants [Cl:1][C:2]1[C:3]([CH2:22][O:23]C2CCCCO2)=[C:4]2[C:8](=[C:9]([CH3:11])[CH:10]=1)[N:7]([S:12]([C:15]1[CH:21]=[CH:20][C:18]([CH3:19])=[CH:17][CH:16]=1)(=[O:14])=[O:13])[CH:6]=[CH:5]2.CC1C=CC(S(O)(=O)=O)=CC=1.O, predict the reaction product. The product is: [Cl:1][C:2]1[C:3]([CH2:22][OH:23])=[C:4]2[C:8](=[C:9]([CH3:11])[CH:10]=1)[N:7]([S:12]([C:15]1[CH:21]=[CH:20][C:18]([CH3:19])=[CH:17][CH:16]=1)(=[O:14])=[O:13])[CH:6]=[CH:5]2. (4) Given the reactants [Br:1][C:2]1[CH:3]=[CH:4][C:5]2[CH:9]=[CH:8][S:7][C:6]=2[CH:10]=1.C([N-]C(C)C)(C)C.[Li+].[Cl:19][C:20]1[N:25]=[CH:24][C:23]([CH3:26])=[CH:22][N:21]=1.C(O)(=O)C.ClC1C(=O)C(C#N)=C(C#N)C(=O)C=1Cl, predict the reaction product. The product is: [Br:1][C:2]1[CH:3]=[CH:4][C:5]2[CH:9]=[C:8]([C:22]3[C:23]([CH3:26])=[CH:24][N:25]=[C:20]([Cl:19])[N:21]=3)[S:7][C:6]=2[CH:10]=1. (5) Given the reactants Br[C:2]1[CH:3]=[C:4]([N+:20]([O-:22])=[O:21])[C:5]([O:12][CH2:13][CH2:14][CH2:15][C:16]([F:19])([F:18])[F:17])=[C:6]([CH2:8]/[CH:9]=[CH:10]/[CH3:11])[CH:7]=1.P([O-])([O-])([O-])=O.[K+].[K+].[K+].O.[CH2:32](O)[CH3:33], predict the reaction product. The product is: [CH2:8]([C:6]1[CH:7]=[C:2]([CH:32]=[CH2:33])[CH:3]=[C:4]([N+:20]([O-:22])=[O:21])[C:5]=1[O:12][CH2:13][CH2:14][CH2:15][C:16]([F:19])([F:18])[F:17])/[CH:9]=[CH:10]/[CH3:11]. (6) Given the reactants C([O:8][C:9]1[CH:14]=[C:13]([F:15])[CH:12]=[CH:11][C:10]=1[NH:16][S:17]([C:20]1[CH:21]=[C:22]2[C:26](=[CH:27][CH:28]=1)[CH2:25][N:24]([C:29]([NH:31][C:32]1[CH:37]=[CH:36][C:35]([C:38]([CH3:41])([CH3:40])[CH3:39])=[CH:34][CH:33]=1)=[O:30])[CH2:23]2)(=[O:19])=[O:18])C1C=CC=CC=1, predict the reaction product. The product is: [C:38]([C:35]1[CH:34]=[CH:33][C:32]([NH:31][C:29]([N:24]2[CH2:23][C:22]3[C:26](=[CH:27][CH:28]=[C:20]([S:17](=[O:18])(=[O:19])[NH:16][C:10]4[CH:11]=[CH:12][C:13]([F:15])=[CH:14][C:9]=4[OH:8])[CH:21]=3)[CH2:25]2)=[O:30])=[CH:37][CH:36]=1)([CH3:41])([CH3:39])[CH3:40].